From a dataset of Catalyst prediction with 721,799 reactions and 888 catalyst types from USPTO. Predict which catalyst facilitates the given reaction. Reactant: C([N-]C(C)C)(C)C.[Li+].[CH3:9][N:10]1[CH:14]=[CH:13][CH:12]=[N:11]1.Cl[Sn:16]([CH2:25][CH2:26][CH2:27][CH3:28])([CH2:21][CH2:22][CH2:23][CH3:24])[CH2:17][CH2:18][CH2:19][CH3:20]. The catalyst class is: 7. Product: [CH3:9][N:10]1[C:14]([Sn:16]([CH2:21][CH2:22][CH2:23][CH3:24])([CH2:25][CH2:26][CH2:27][CH3:28])[CH2:17][CH2:18][CH2:19][CH3:20])=[CH:13][CH:12]=[N:11]1.